From a dataset of Reaction yield outcomes from USPTO patents with 853,638 reactions. Predict the reaction yield, written as a fraction of the theoretical maximum amount of product (1.0 means a 100% yield; for example, 0.34 means a 34% yield). The product is [CH2:18]([O:20][C:21](=[O:29])[C:22]1[CH:27]=[CH:26][C:25]([CH:15]2[CH:16]=[CH:17][CH:13]([C:5]3[CH:6]=[C:7]([O:11][CH3:12])[C:8]([O:9][CH3:10])=[C:3]([O:2][CH3:1])[CH:4]=3)[O:14]2)=[CH:24][CH:23]=1)[CH3:19]. The reactants are [CH3:1][O:2][C:3]1[CH:4]=[C:5]([CH:13]2[CH2:17][CH:16]=[CH:15][O:14]2)[CH:6]=[C:7]([O:11][CH3:12])[C:8]=1[O:9][CH3:10].[CH2:18]([O:20][C:21](=[O:29])[C:22]1[CH:27]=[CH:26][C:25](I)=[CH:24][CH:23]=1)[CH3:19].C1C=CC(P(C2C=CC=CC=2)C2C=CC=CC=2)=CC=1. The yield is 0.860. The catalyst is C(#N)C.CC([O-])=O.CC([O-])=O.[Pd+2].